Predict which catalyst facilitates the given reaction. From a dataset of Catalyst prediction with 721,799 reactions and 888 catalyst types from USPTO. Reactant: [CH:1]([C:3]1[N:18]=[N:17][C:6]2[NH:7][C:8]3[CH:16]=[CH:15][CH:14]=[CH:13][C:9]=3[NH:10][C:11](=[O:12])[C:5]=2[CH:4]=1)=[CH2:2].[H][H]. Product: [CH2:1]([C:3]1[N:18]=[N:17][C:6]2[NH:7][C:8]3[CH:16]=[CH:15][CH:14]=[CH:13][C:9]=3[NH:10][C:11](=[O:12])[C:5]=2[CH:4]=1)[CH3:2]. The catalyst class is: 43.